This data is from Reaction yield outcomes from USPTO patents with 853,638 reactions. The task is: Predict the reaction yield, written as a fraction of the theoretical maximum amount of product (1.0 means a 100% yield; for example, 0.34 means a 34% yield). (1) The reactants are [CH3:1][S:2](Cl)(=[O:4])=[O:3].CN(C=O)C.CCN(C(C)C)C(C)C.Cl.[NH2:21][CH:22]1[CH2:25][N:24]([C:26]([C:28]2[N:29]=[C:30]3[C:35]([C:36]([F:39])([F:38])[F:37])=[CH:34][C:33]([C:40]4[CH:44]=[C:43]([Br:45])[O:42][CH:41]=4)=[CH:32][N:31]3[CH:46]=2)=[O:27])[CH2:23]1. The catalyst is O. The product is [Br:45][C:43]1[O:42][CH:41]=[C:40]([C:33]2[CH:34]=[C:35]([C:36]([F:39])([F:37])[F:38])[C:30]3[N:31]([CH:46]=[C:28]([C:26]([N:24]4[CH2:23][CH:22]([NH:21][S:2]([CH3:1])(=[O:4])=[O:3])[CH2:25]4)=[O:27])[N:29]=3)[CH:32]=2)[CH:44]=1. The yield is 0.390. (2) The yield is 0.980. The product is [CH3:25][C:26]1[CH:27]=[C:28]([CH:31]=[CH:32][CH:33]=1)[CH2:29][N:16]([C:13]1[CH:12]=[CH:11][C:10]([C:7]2[CH:8]=[CH:9][C:4]([O:3][C:2]([F:23])([F:24])[F:1])=[CH:5][CH:6]=2)=[CH:15][CH:14]=1)[C:17](=[O:22])[C:18]([O:20][CH3:21])=[O:19]. The reactants are [F:1][C:2]([F:24])([F:23])[O:3][C:4]1[CH:9]=[CH:8][C:7]([C:10]2[CH:15]=[CH:14][C:13]([NH:16][C:17](=[O:22])[C:18]([O:20][CH3:21])=[O:19])=[CH:12][CH:11]=2)=[CH:6][CH:5]=1.[CH3:25][C:26]1[CH:27]=[C:28]([CH:31]=[CH:32][CH:33]=1)[CH2:29]Br.C(=O)([O-])[O-].[K+].[K+].C1OCCOCCOCCOCCOCCOC1. The catalyst is O.C(#N)C. (3) The yield is 0.760. The catalyst is CC(N(C)C)=O. The product is [N+:20]([C:15]1[CH:16]=[CH:17][CH:18]=[CH:19][C:14]=1[S:1][C:2]1[CH:10]=[CH:9][CH:8]=[CH:7][C:3]=1[C:4]([O:6][CH3:23])=[O:5])([O-:22])=[O:21]. The reactants are [SH:1][C:2]1[CH:10]=[CH:9][CH:8]=[CH:7][C:3]=1[C:4]([OH:6])=[O:5].[H-].[Na+].F[C:14]1[CH:19]=[CH:18][CH:17]=[CH:16][C:15]=1[N+:20]([O-:22])=[O:21].[CH3:23]I. (4) The reactants are [F:1][C:2]1[CH:7]=[CH:6][C:5]([C:8](=[O:21])[CH2:9][C:10](=[NH:20])[NH:11][C:12]2[CH:17]=[CH:16][C:15]([O:18][CH3:19])=[CH:14][CH:13]=2)=[CH:4][CH:3]=1.[C:22](OC)(=[O:25])[C:23]#[CH:24]. The catalyst is CO. The product is [NH2:20][C:10]1[N:11]([C:12]2[CH:17]=[CH:16][C:15]([O:18][CH3:19])=[CH:14][CH:13]=2)[C:22](=[O:25])[CH:23]=[CH:24][C:9]=1[C:8](=[O:21])[C:5]1[CH:4]=[CH:3][C:2]([F:1])=[CH:7][CH:6]=1. The yield is 0.560. (5) The reactants are Cl.[N:2]1[CH:7]=[CH:6][C:5]([CH2:8][SH:9])=[CH:4][CH:3]=1.C(=O)([O-])[O-].[K+].[K+].Cl[C:17]1[C:22]([C:23]([NH:25][C:26]2[CH:31]=[CH:30][C:29]([S:32]([C:35]([F:38])([F:37])[F:36])(=[O:34])=[O:33])=[CH:28][CH:27]=2)=[O:24])=[CH:21][CH:20]=[CH:19][N:18]=1. The catalyst is C(O)C.C(OCC)(=O)C. The product is [N:2]1[CH:7]=[CH:6][C:5]([CH2:8][S:9][C:17]2[C:22]([C:23]([NH:25][C:26]3[CH:27]=[CH:28][C:29]([S:32]([C:35]([F:38])([F:36])[F:37])(=[O:34])=[O:33])=[CH:30][CH:31]=3)=[O:24])=[CH:21][CH:20]=[CH:19][N:18]=2)=[CH:4][CH:3]=1. The yield is 0.370. (6) The reactants are [CH3:1][C:2]1[O:6][N:5]=[C:4]([C:7]2[CH:12]=[CH:11][CH:10]=[CH:9][CH:8]=2)[C:3]=1[CH2:13][O:14][C:15]1[CH:23]=[CH:22][C:18]([C:19]([OH:21])=O)=[CH:17][N:16]=1.Cl.[CH3:25][C:26]1([NH2:29])[CH2:28][CH2:27]1. No catalyst specified. The product is [CH3:25][C:26]1([NH:29][C:19](=[O:21])[C:18]2[CH:22]=[CH:23][C:15]([O:14][CH2:13][C:3]3[C:4]([C:7]4[CH:8]=[CH:9][CH:10]=[CH:11][CH:12]=4)=[N:5][O:6][C:2]=3[CH3:1])=[N:16][CH:17]=2)[CH2:28][CH2:27]1. The yield is 0.830. (7) The reactants are [CH2:1]([N:5]([CH2:23][CH2:24][CH2:25][CH3:26])[C:6]1[CH:11]=[CH:10][C:9]([CH:12]=[CH:13][C:14]2[S:18][C:17]([CH:19]=O)=[CH:16][CH:15]=2)=[C:8]([O:21][CH3:22])[CH:7]=1)[CH2:2][CH2:3][CH3:4].[C:27]([C:29]1[C:30](=[C:37]([C:40]#[N:41])[C:38]#[N:39])[O:31][C:32]([CH3:36])([CH3:35])[C:33]=1[CH3:34])#[N:28].C([O-])(=O)C.[NH4+]. The catalyst is C(O)C.O1CCCC1. The product is [CH2:23]([N:5]([CH2:1][CH2:2][CH2:3][CH3:4])[C:6]1[CH:11]=[CH:10][C:9]([CH:12]=[CH:13][C:14]2[S:18][C:17]([CH:19]=[CH:34][C:33]3[C:32]([CH3:35])([CH3:36])[O:31][C:30](=[C:37]([C:38]#[N:39])[C:40]#[N:41])[C:29]=3[C:27]#[N:28])=[CH:16][CH:15]=2)=[C:8]([O:21][CH3:22])[CH:7]=1)[CH2:24][CH2:25][CH3:26]. The yield is 0.751.